From a dataset of Full USPTO retrosynthesis dataset with 1.9M reactions from patents (1976-2016). Predict the reactants needed to synthesize the given product. (1) Given the product [Cl:1][C:2]1[N:3]=[C:4]([CH:17]2[CH2:22][CH2:21][O:20][CH2:19][CH2:18]2)[NH:5][C:6]=1[C:7]1[CH:8]=[C:9]([CH:13]=[CH:14][C:15]=1[CH3:16])[C:10]([N:24]1[CH2:27][CH:26]([C:28]2[CH:35]=[CH:34][C:31]([C:32]#[N:33])=[CH:30][CH:29]=2)[CH2:25]1)=[O:12], predict the reactants needed to synthesize it. The reactants are: [Cl:1][C:2]1[N:3]=[C:4]([CH:17]2[CH2:22][CH2:21][O:20][CH2:19][CH2:18]2)[NH:5][C:6]=1[C:7]1[CH:8]=[C:9]([CH:13]=[CH:14][C:15]=1[CH3:16])[C:10]([OH:12])=O.Cl.[NH:24]1[CH2:27][CH:26]([C:28]2[CH:35]=[CH:34][C:31]([C:32]#[N:33])=[CH:30][CH:29]=2)[CH2:25]1.CCN=C=NCCCN(C)C.Cl. (2) Given the product [CH3:12][O:13][C:14](=[O:27])[C@@H:15]([NH:16][C:17]([O:19][C:20]([CH3:23])([CH3:22])[CH3:21])=[O:18])[CH2:24][CH2:25][N:28]=[N+:29]=[N-:30], predict the reactants needed to synthesize it. The reactants are: CC1C=CC(S(Cl)(=O)=O)=CC=1.[CH3:12][O:13][C:14](=[O:27])[C@H:15]([CH2:24][CH2:25]O)[NH:16][C:17]([O:19][C:20]([CH3:23])([CH3:22])[CH3:21])=[O:18].[N-:28]=[N+:29]=[N-:30].[Na+].